From a dataset of Full USPTO retrosynthesis dataset with 1.9M reactions from patents (1976-2016). Predict the reactants needed to synthesize the given product. (1) Given the product [Cl:1][C:2]1[CH:3]=[C:4]2[C:12](=[CH:13][CH:14]=1)[NH:11][C:10]1[CH:9]([NH:15][C:20]3[N:21]=[C:22]([O:24][CH3:25])[CH:23]=[C:18]([O:17][CH3:16])[N:19]=3)[CH2:8][CH2:7][CH2:6][C:5]2=1, predict the reactants needed to synthesize it. The reactants are: [Cl:1][C:2]1[CH:3]=[C:4]2[C:12](=[CH:13][CH:14]=1)[NH:11][C:10]1[CH:9]([NH2:15])[CH2:8][CH2:7][CH2:6][C:5]2=1.[CH3:16][O:17][C:18]1[CH:23]=[C:22]([O:24][CH3:25])[N:21]=[C:20](S(C)(=O)=O)[N:19]=1. (2) Given the product [I:11][C:5]1[C:4]2[C:8](=[CH:9][CH:10]=[C:2]([F:1])[CH:3]=2)[N:7]([CH2:20][CH2:19][CH:15]2[O:16][CH2:17][CH2:18][N:13]([CH3:12])[CH2:14]2)[N:6]=1, predict the reactants needed to synthesize it. The reactants are: [F:1][C:2]1[CH:3]=[C:4]2[C:8](=[CH:9][CH:10]=1)[NH:7][N:6]=[C:5]2[I:11].[CH3:12][N:13]1[CH2:18][CH2:17][O:16][CH:15]([CH2:19][CH2:20]O)[CH2:14]1. (3) Given the product [CH3:1][S:2]([O:5][C:6]1[CH:11]=[CH:10][C:9]([C@H:12]([OH:13])[CH2:14][NH:22][CH2:15][C:16]2[CH:21]=[CH:20][CH:19]=[CH:18][CH:17]=2)=[CH:8][CH:7]=1)(=[O:4])=[O:3], predict the reactants needed to synthesize it. The reactants are: [CH3:1][S:2]([O:5][C:6]1[CH:11]=[CH:10][C:9]([C@H:12]2[CH2:14][O:13]2)=[CH:8][CH:7]=1)(=[O:4])=[O:3].[CH2:15]([NH2:22])[C:16]1[CH:21]=[CH:20][CH:19]=[CH:18][CH:17]=1. (4) Given the product [Cl:26][C:20]1[C:21]([N:23]([CH3:25])[CH3:24])=[CH:22][C:13]2[N:12]=[C:11]([C:7]3[CH:6]=[C:5]([C:3]4[N:33]=[C:31]([NH:30][C:27]([NH2:29])=[NH:28])[S:32][CH:2]=4)[CH:10]=[CH:9][CH:8]=3)[CH2:17][C:16](=[O:18])[NH:15][C:14]=2[CH:19]=1, predict the reactants needed to synthesize it. The reactants are: Br[CH2:2][C:3]([C:5]1[CH:6]=[C:7]([C:11]2[CH2:17][C:16](=[O:18])[NH:15][C:14]3[CH:19]=[C:20]([Cl:26])[C:21]([N:23]([CH3:25])[CH3:24])=[CH:22][C:13]=3[N:12]=2)[CH:8]=[CH:9][CH:10]=1)=O.[C:27]([NH:30][C:31]([NH2:33])=[S:32])(=[NH:29])[NH2:28]. (5) Given the product [F:32][C:12]1[C:13]([C:14]2[C:15]([F:31])=[C:16]([F:30])[C:17]([CH:22]([S:38]([C:37]([F:50])([F:49])[F:36])(=[O:40])=[O:39])[S:23]([C:26]([F:27])([F:28])[F:29])(=[O:25])=[O:24])=[C:18]([F:21])[C:19]=2[F:20])=[C:8]([F:7])[C:9]([F:35])=[C:10]([F:34])[C:11]=1[F:33], predict the reactants needed to synthesize it. The reactants are: C([Mg]Cl)(C)(C)C.[F:7][C:8]1[C:13]([C:14]2[C:19]([F:20])=[C:18]([F:21])[C:17]([CH2:22][S:23]([C:26]([F:29])([F:28])[F:27])(=[O:25])=[O:24])=[C:16]([F:30])[C:15]=2[F:31])=[C:12]([F:32])[C:11]([F:33])=[C:10]([F:34])[C:9]=1[F:35].[F:36][C:37]([F:50])([F:49])[S:38](O[S:38]([C:37]([F:50])([F:49])[F:36])(=[O:40])=[O:39])(=[O:40])=[O:39].Cl.O. (6) Given the product [Br:24][CH2:21][C:27]1[N:32]=[C:31]([CH2:33][O:34][C:35]2[CH:42]=[C:41]([O:43][CH3:44])[CH:40]=[CH:39][C:36]=2[CH:37]=[O:38])[CH:30]=[CH:29][CH:28]=1, predict the reactants needed to synthesize it. The reactants are: C1(P(C2C=CC=CC=2)C2C=CC=CC=2)C=CC=CC=1.Br[C:21]([Br:24])(Br)Br.OC[C:27]1[N:32]=[C:31]([CH2:33][O:34][C:35]2[CH:42]=[C:41]([O:43][CH3:44])[CH:40]=[CH:39][C:36]=2[CH:37]=[O:38])[CH:30]=[CH:29][CH:28]=1.C([O-])(O)=O.[Na+]. (7) Given the product [CH3:3][O:4][C:5]1[CH:6]=[CH:7][C:8]2[C:14](=[CH2:27])[C:13]([C:17]3[CH:18]=[CH:19][C:20]([O:23][CH3:24])=[CH:21][CH:22]=3)([CH3:16])[CH2:12][CH2:11][CH2:10][C:9]=2[CH:25]=1, predict the reactants needed to synthesize it. The reactants are: [H-].[Na+].[CH3:3][O:4][C:5]1[CH:6]=[CH:7][C:8]2[C:14](=O)[C:13]([C:17]3[CH:22]=[CH:21][C:20]([O:23][CH3:24])=[CH:19][CH:18]=3)([CH3:16])[CH2:12][CH2:11][CH2:10][C:9]=2[CH:25]=1.O.[CH3:27]S(C)=O.